This data is from Full USPTO retrosynthesis dataset with 1.9M reactions from patents (1976-2016). The task is: Predict the reactants needed to synthesize the given product. (1) Given the product [C:1]([O:5][C:6]([N:8]1[CH2:13][CH2:12][CH:11]([C:14]2[CH:19]=[CH:18][C:17]([C@@H:20]([N:22]3[CH2:27][CH2:26][C@:25]([CH2:34][C:35]([OH:38])([CH3:37])[CH3:36])([C:28]4[CH:29]=[CH:30][CH:31]=[CH:32][CH:33]=4)[O:24][C:23]3=[O:39])[CH3:21])=[CH:16][CH:15]=2)[CH2:10][CH2:9]1)=[O:7])([CH3:3])([CH3:2])[CH3:4], predict the reactants needed to synthesize it. The reactants are: [C:1]([O:5][C:6]([N:8]1[CH2:13][CH:12]=[C:11]([C:14]2[CH:19]=[CH:18][C:17]([C@@H:20]([N:22]3[CH2:27][CH2:26][C@:25]([CH2:34][C:35]([OH:38])([CH3:37])[CH3:36])([C:28]4[CH:33]=[CH:32][CH:31]=[CH:30][CH:29]=4)[O:24][C:23]3=[O:39])[CH3:21])=[CH:16][CH:15]=2)[CH2:10][CH2:9]1)=[O:7])([CH3:4])([CH3:3])[CH3:2]. (2) Given the product [Cl:30][C:21]1[CH:22]=[C:23]([OH:26])[CH:24]=[CH:25][C:20]=1[N:14]1[C:13]2[C:7]3[S:6][C:5]([NH:4][C:1](=[O:3])[CH3:2])=[N:9][C:8]=3[CH2:10][CH2:11][C:12]=2[C:16]([CH:17]2[CH2:19][CH2:18]2)=[N:15]1, predict the reactants needed to synthesize it. The reactants are: [C:1]([NH:4][C:5]1[S:6][C:7]2[C:13]3[N:14]([C:20]4[CH:25]=[CH:24][C:23]([O:26]B(O)O)=[CH:22][C:21]=4[Cl:30])[N:15]=[C:16]([CH:17]4[CH2:19][CH2:18]4)[C:12]=3[CH2:11][CH2:10][C:8]=2[N:9]=1)(=[O:3])[CH3:2].OO. (3) Given the product [CH3:1][N:2]1[CH2:15][CH2:14][C:5]2[N:6](/[CH:17]=[C:18](\[C:22]3[CH:23]=[CH:24][N:25]=[CH:26][CH:27]=3)/[CH:19]([CH3:21])[CH3:20])[C:7]3[CH:8]=[CH:9][C:10]([CH3:13])=[CH:11][C:12]=3[C:4]=2[CH2:3]1, predict the reactants needed to synthesize it. The reactants are: [CH3:1][N:2]1[CH2:15][CH2:14][C:5]2[NH:6][C:7]3[CH:8]=[CH:9][C:10]([CH3:13])=[CH:11][C:12]=3[C:4]=2[CH2:3]1.Br[CH:17]=[C:18]([C:22]1[CH:27]=[CH:26][N:25]=[CH:24][CH:23]=1)[CH:19]([CH3:21])[CH3:20].P([O-])([O-])([O-])=O.[K+].[K+].[K+].N1CCC[C@H]1C(O)=O. (4) Given the product [CH3:1][N:2]1[CH2:3][CH2:4][N:5]([C:8]2[C:13]([CH:14]=[C:30]3[O:31][CH2:32][CH2:33][N:28]([C:25]4[CH:24]=[CH:23][C:22]([CH:19]5[CH2:18][CH2:17][O:16][CH2:21][CH2:20]5)=[CH:27][CH:26]=4)[C:29]3=[O:34])=[CH:12][CH:11]=[CH:10][N:9]=2)[CH2:6][CH2:7]1, predict the reactants needed to synthesize it. The reactants are: [CH3:1][N:2]1[CH2:7][CH2:6][N:5]([C:8]2[C:13]([CH:14]=O)=[CH:12][CH:11]=[CH:10][N:9]=2)[CH2:4][CH2:3]1.[O:16]1[CH2:21][CH2:20][CH:19]([C:22]2[CH:27]=[CH:26][C:25]([N:28]3[CH2:33][CH2:32][O:31][CH2:30][C:29]3=[O:34])=[CH:24][CH:23]=2)[CH2:18][CH2:17]1.[H-].[Na+]. (5) Given the product [CH3:12][O:11][C:3]1[CH:4]=[C:5]([N+:8]([O-:10])=[O:9])[CH:6]=[CH:7][C:2]=1[C:17]1[CH:16]=[N:15][N:14]([CH3:13])[CH:18]=1, predict the reactants needed to synthesize it. The reactants are: Br[C:2]1[CH:7]=[CH:6][C:5]([N+:8]([O-:10])=[O:9])=[CH:4][C:3]=1[O:11][CH3:12].[CH3:13][N:14]1[CH:18]=[C:17](B2OC(C)(C)C(C)(C)O2)[CH:16]=[N:15]1.C(=O)([O-])[O-].[K+].[K+]. (6) Given the product [NH:38]1[C:42]2[CH:43]=[CH:44][CH:45]=[CH:46][C:41]=2[N:40]=[C:39]1[C:47]([N:2]1[CH2:5][CH:4]([C:6]2[C:11]([Br:12])=[CH:10][N:9]=[C:8]([Cl:13])[N:7]=2)[CH2:3]1)=[O:48], predict the reactants needed to synthesize it. The reactants are: Cl.[NH:2]1[CH2:5][CH:4]([C:6]2[C:11]([Br:12])=[CH:10][N:9]=[C:8]([Cl:13])[N:7]=2)[CH2:3]1.CN(C(ON1N=NC2C=CC=NC1=2)=[N+](C)C)C.F[P-](F)(F)(F)(F)F.[NH:38]1[C:42]2[CH:43]=[CH:44][CH:45]=[CH:46][C:41]=2[N:40]=[C:39]1[C:47](O)=[O:48]. (7) The reactants are: [Br:1][C:2]1[CH:3]=[C:4]([O:15][CH:16]2[CH2:20][CH2:19][N:18](C(OC(C)(C)C)=O)[CH2:17]2)[C:5]([NH:8][C:9]2[S:10][CH:11]=[C:12]([CH3:14])[N:13]=2)=[N:6][CH:7]=1.C(Cl)[Cl:29].CO.[ClH:33]. Given the product [ClH:29].[ClH:33].[Br:1][C:2]1[CH:3]=[C:4]([O:15][CH:16]2[CH2:20][CH2:19][NH:18][CH2:17]2)[C:5]([NH:8][C:9]2[S:10][CH:11]=[C:12]([CH3:14])[N:13]=2)=[N:6][CH:7]=1, predict the reactants needed to synthesize it. (8) Given the product [CH3:1][N:2]([CH2:3][C:4]1[CH:9]=[CH:8][C:7]([C:10]([N:12]2[CH2:18][C:17]3([CH3:20])[CH2:19][CH:13]2[CH2:14][C:15]([CH3:22])([CH3:21])[CH2:16]3)=[O:11])=[CH:6][CH:5]=1)[C:29]([N:23]1[CH2:28][CH2:27][CH2:26][CH2:25][CH2:24]1)=[O:30], predict the reactants needed to synthesize it. The reactants are: [CH3:1][NH:2][CH2:3][C:4]1[CH:9]=[CH:8][C:7]([C:10]([N:12]2[CH2:18][C:17]3([CH3:20])[CH2:19][CH:13]2[CH2:14][C:15]([CH3:22])([CH3:21])[CH2:16]3)=[O:11])=[CH:6][CH:5]=1.[N:23]1([C:29](Cl)=[O:30])[CH2:28][CH2:27][CH2:26][CH2:25][CH2:24]1. (9) Given the product [N:30]1([C:21]([C:16]2[NH:17][C:18]3[C:14]([CH:15]=2)=[CH:13][C:12]([C:10]([N:7]2[CH2:8][CH2:9][N:4]([CH:1]([CH3:2])[CH3:3])[CH2:5][CH2:6]2)=[O:11])=[CH:20][CH:19]=3)=[O:22])[CH2:35][CH2:36][CH2:37][CH2:38][CH2:33][CH2:34]1, predict the reactants needed to synthesize it. The reactants are: [CH:1]([N:4]1[CH2:9][CH2:8][N:7]([C:10]([C:12]2[CH:13]=[C:14]3[C:18](=[CH:19][CH:20]=2)[NH:17][C:16]([C:21](O)=[O:22])=[CH:15]3)=[O:11])[CH2:6][CH2:5]1)([CH3:3])[CH3:2].Cl.F[B-](F)(F)F.[N:30]1(OC(N(C)C)=[N+](C)C)[C:34]2[CH:35]=[CH:36][CH:37]=[CH:38][C:33]=2N=N1.N1CCCCCC1.C(N(CC)C(C)C)(C)C. (10) Given the product [N:13]1([C:1]([C:2]2[CH:10]=[CH:9][C:5]([C:6]([NH2:8])=[O:7])=[CH:4][CH:3]=2)=[O:11])[CH2:18][CH2:17][CH2:16][C@@H:15]2[C:19]3[CH:20]=[CH:21][CH:22]=[CH:23][C:24]=3[CH2:25][C@H:14]12, predict the reactants needed to synthesize it. The reactants are: [C:1](O)(=[O:11])[C:2]1[CH:10]=[CH:9][C:5]([C:6]([NH2:8])=[O:7])=[CH:4][CH:3]=1.[NH:13]1[CH2:18][CH2:17][CH2:16][C@@H:15]2[C:19]3[CH:20]=[CH:21][CH:22]=[CH:23][C:24]=3[CH2:25][C@H:14]12.